From a dataset of Full USPTO retrosynthesis dataset with 1.9M reactions from patents (1976-2016). Predict the reactants needed to synthesize the given product. (1) The reactants are: [CH3:1][C:2]1[N:3]([C:12]2[CH:17]=[CH:16][CH:15]=[CH:14][CH:13]=2)[C:4]([CH3:11])=[C:5]([C:7]([O:9]C)=[O:8])[N:6]=1.[Li+].[OH-].Cl. Given the product [CH3:1][C:2]1[N:3]([C:12]2[CH:17]=[CH:16][CH:15]=[CH:14][CH:13]=2)[C:4]([CH3:11])=[C:5]([C:7]([OH:9])=[O:8])[N:6]=1, predict the reactants needed to synthesize it. (2) Given the product [Cl:1][C:2]1[C:3]([C:10]([NH2:13])=[O:11])=[N:4][C:5]([S:8][CH3:9])=[N:6][CH:7]=1, predict the reactants needed to synthesize it. The reactants are: [Cl:1][C:2]1[C:3]([C:10](Cl)=[O:11])=[N:4][C:5]([S:8][CH3:9])=[N:6][CH:7]=1.[NH3:13].O. (3) Given the product [ClH:1].[ClH:35].[Cl:1][C:2]1[CH:7]=[CH:6][C:5]([C:8]2([CH:12]3[C:21]4[C:16](=[CH:17][CH:18]=[C:19]([O:22][CH2:23][CH2:24][NH:25][S:26]([CH:29]5[CH2:34][CH2:33][CH2:32][NH:31][CH2:30]5)(=[O:27])=[O:28])[CH:20]=4)[CH2:15][CH2:14][NH:13]3)[CH2:11][CH2:10][CH2:9]2)=[CH:4][CH:3]=1, predict the reactants needed to synthesize it. The reactants are: [Cl:1][C:2]1[CH:7]=[CH:6][C:5]([C:8]2([CH:12]3[C:21]4[C:16](=[CH:17][CH:18]=[C:19]([O:22][CH2:23][CH2:24][NH:25][S:26]([C:29]5[CH:30]=[N:31][CH:32]=[CH:33][CH:34]=5)(=[O:28])=[O:27])[CH:20]=4)[CH2:15][CH2:14][NH:13]3)[CH2:11][CH2:10][CH2:9]2)=[CH:4][CH:3]=1.[ClH:35]. (4) The reactants are: [H-].[Na+].Cl[C:4]1[C:9]([CH2:10][N:11]([CH3:21])[CH2:12][CH:13]([OH:20])[CH2:14][CH:15]([CH2:18][F:19])[CH2:16][F:17])=[CH:8][CH:7]=[C:6]([Cl:22])[N:5]=1. Given the product [Cl:22][C:6]1[CH:7]=[CH:8][C:9]2[CH2:10][N:11]([CH3:21])[CH2:12][CH:13]([CH2:14][CH:15]([CH2:18][F:19])[CH2:16][F:17])[O:20][C:4]=2[N:5]=1, predict the reactants needed to synthesize it. (5) Given the product [OH:16][C:6]1[C:5]([OH:4])=[CH:10][C:9]([C:11]#[N:12])=[C:8](/[CH:20]=[CH:21]/[CH2:22][CH2:23][CH3:24])[C:7]=1[C:14]#[N:15], predict the reactants needed to synthesize it. The reactants are: C([O:4][C:5]1[CH:10]=[C:9]([C:11]#[N:12])[C:8](Br)=[C:7]([C:14]#[N:15])[C:6]=1[O:16]C(=O)C)(=O)C.[CH:20](B(O)O)=[CH:21][CH2:22][CH2:23][CH3:24].